From a dataset of Catalyst prediction with 721,799 reactions and 888 catalyst types from USPTO. Predict which catalyst facilitates the given reaction. (1) Reactant: [F:1][C:2]1[CH:7]=[CH:6][C:5]([CH2:8][CH2:9][N:10]([CH2:12][C:13](O)=[O:14])[CH3:11])=[C:4]([N+:16]([O-])=O)[CH:3]=1.[H][H].C1(N=C=NC2CCCCC2)CCCCC1. The catalyst class is: 465. Product: [F:1][C:2]1[CH:7]=[CH:6][C:5]2[CH2:8][CH2:9][N:10]([CH3:11])[CH2:12][C:13](=[O:14])[NH:16][C:4]=2[CH:3]=1. (2) Reactant: [CH:1]1([C:6]2[CH:10]=[C:9]([NH:11][C:12]([NH:14][C:15]3[CH:20]=[C:19]([C:21]4[C:32](=[O:33])[N:31]([CH3:34])[C:24]5[N:25]=[C:26]([NH:29][CH3:30])[N:27]=[CH:28][C:23]=5[CH:22]=4)[C:18]([CH3:35])=[CH:17][C:16]=3[F:36])=[O:13])[N:8]([CH3:37])[N:7]=2)[CH2:5][CH2:4][CH2:3][CH2:2]1.[CH3:38][N:39]([CH3:43])[CH2:40]CN. Product: [CH:1]1([C:6]2[CH:10]=[C:9]([NH:11][C:12]([NH:14][C:15]3[CH:20]=[C:19]([C:21]4[C:32](=[O:33])[N:31]([CH3:34])[C:24]5[N:25]=[C:26]([NH:29][CH2:30][CH2:38][N:39]([CH3:43])[CH3:40])[N:27]=[CH:28][C:23]=5[CH:22]=4)[C:18]([CH3:35])=[CH:17][C:16]=3[F:36])=[O:13])[N:8]([CH3:37])[N:7]=2)[CH2:2][CH2:3][CH2:4][CH2:5]1. The catalyst class is: 49.